Dataset: Full USPTO retrosynthesis dataset with 1.9M reactions from patents (1976-2016). Task: Predict the reactants needed to synthesize the given product. (1) Given the product [NH2:39][C:40]1([C:44]2[CH:49]=[CH:48][C:47]([C:50]3[C:51]([C:65]4[CH:66]=[CH:67][CH:68]=[CH:69][CH:70]=4)=[CH:52][C:53]4[N:58]([CH2:59][CH:60]([F:62])[F:61])[C:57](=[O:63])[CH2:56][O:55][C:54]=4[N:64]=3)=[CH:46][CH:45]=2)[CH2:43][CH2:42][CH2:41]1, predict the reactants needed to synthesize it. The reactants are: NC1(C2C=CC(C3C(C4C=CC=CC=4)=CC4N(CCC#N)C(=O)COC=4N=3)=CC=2)CCC1.C(OC(=O)[NH:39][C:40]1([C:44]2[CH:49]=[CH:48][C:47]([C:50]3[C:51]([C:65]4[CH:70]=[CH:69][CH:68]=[CH:67][CH:66]=4)=[CH:52][C:53]4[N:58]([CH2:59][CH:60]([F:62])[F:61])[C:57](=[O:63])[CH2:56][O:55][C:54]=4[N:64]=3)=[CH:46][CH:45]=2)[CH2:43][CH2:42][CH2:41]1)(C)(C)C. (2) Given the product [Cl:26][C:20]1[CH:21]=[C:22]([Cl:25])[CH:23]=[CH:24][C:19]=1[C:17](=[O:18])[CH:16]([O:8][C:5]1[NH:6][N:7]=[C:3]([CH2:1][CH3:2])[CH:4]=1)[CH3:27], predict the reactants needed to synthesize it. The reactants are: [CH2:1]([C:3]1[CH:4]=[C:5]([OH:8])[NH:6][N:7]=1)[CH3:2].C(=O)([O-])[O-].[Cs+].[Cs+].Br[CH:16]([CH3:27])[C:17]([C:19]1[CH:24]=[CH:23][C:22]([Cl:25])=[CH:21][C:20]=1[Cl:26])=[O:18]. (3) Given the product [NH2:3][CH2:12][CH2:13][CH2:14][C:15]1[CH:16]=[CH:17][C:18]([C:21]2[N:22]=[C:23]([NH:36][C:37](=[O:39])[CH3:38])[S:24][C:25]=2[C:26]2[CH:31]=[CH:30][C:29]([S:32]([CH3:35])(=[O:34])=[O:33])=[CH:28][CH:27]=2)=[CH:19][CH:20]=1, predict the reactants needed to synthesize it. The reactants are: O=C1C2C(=CC=CC=2)C(=O)[N:3]1[CH2:12][CH2:13][CH2:14][C:15]1[CH:20]=[CH:19][C:18]([C:21]2[N:22]=[C:23]([NH:36][C:37](=[O:39])[CH3:38])[S:24][C:25]=2[C:26]2[CH:31]=[CH:30][C:29]([S:32]([CH3:35])(=[O:34])=[O:33])=[CH:28][CH:27]=2)=[CH:17][CH:16]=1.O.NN.